Predict the reactants needed to synthesize the given product. From a dataset of Full USPTO retrosynthesis dataset with 1.9M reactions from patents (1976-2016). (1) Given the product [CH3:17][C:18]1[CH:25]=[CH:24][CH:23]=[C:22]([CH3:26])[C:19]=1[CH2:20][NH:1][C:2]1[C:3]2[N:4]([C:8]([CH3:16])=[C:9]([C:11]([O:13][CH2:14][CH3:15])=[O:12])[N:10]=2)[CH:5]=[CH:6][CH:7]=1, predict the reactants needed to synthesize it. The reactants are: [NH2:1][C:2]1[C:3]2[N:4]([C:8]([CH3:16])=[C:9]([C:11]([O:13][CH2:14][CH3:15])=[O:12])[N:10]=2)[CH:5]=[CH:6][CH:7]=1.[CH3:17][C:18]1[CH:25]=[CH:24][CH:23]=[C:22]([CH3:26])[C:19]=1[CH2:20]Cl.C(=O)([O-])[O-].[Na+].[Na+].[I-].[K+]. (2) Given the product [OH:22][CH2:21][CH2:20][CH2:19][CH2:18][CH2:17][CH2:16][CH2:15][CH2:14][CH2:13][CH2:12][CH2:11][O:1][C:2]1[CH:9]=[CH:8][C:5]([CH:6]=[O:7])=[CH:4][CH:3]=1, predict the reactants needed to synthesize it. The reactants are: [OH:1][C:2]1[CH:9]=[CH:8][C:5]([CH:6]=[O:7])=[CH:4][CH:3]=1.Br[CH2:11][CH2:12][CH2:13][CH2:14][CH2:15][CH2:16][CH2:17][CH2:18][CH2:19][CH2:20][CH2:21][OH:22].C(=O)([O-])[O-].[K+].[K+].[I-].[K+]. (3) Given the product [I:9][C:10]1[C:18]2[C:13](=[CH:14][C:15]([C@H:19]3[C@@:20]4([C:28]5[C:23](=[CH:24][CH:25]=[CH:26][CH:27]=5)[NH:22][C:21]4=[O:29])[CH2:2]3)=[CH:16][CH:17]=2)[N:12]([CH2:30][O:31][CH2:32][CH2:33][Si:34]([CH3:36])([CH3:35])[CH3:37])[N:11]=1, predict the reactants needed to synthesize it. The reactants are: [I-].[CH3:2][S+](C)(C)=O.[H-].[Na+].[I:9][C:10]1[C:18]2[C:13](=[CH:14][C:15](/[CH:19]=[C:20]3/[C:21](=[O:29])[NH:22][C:23]4[C:28]/3=[CH:27][CH:26]=[CH:25][CH:24]=4)=[CH:16][CH:17]=2)[N:12]([CH2:30][O:31][CH2:32][CH2:33][Si:34]([CH3:37])([CH3:36])[CH3:35])[N:11]=1. (4) Given the product [CH:17]([NH:19][C:2]1[C:11]([CH:12]=[O:13])=[CH:10][C:9]2[C:4](=[CH:5][CH:6]=[C:7]([O:14][CH3:15])[CH:8]=2)[N:3]=1)([CH3:18])[CH3:16], predict the reactants needed to synthesize it. The reactants are: Cl[C:2]1[C:11]([CH:12]=[O:13])=[CH:10][C:9]2[C:4](=[CH:5][CH:6]=[C:7]([O:14][CH3:15])[CH:8]=2)[N:3]=1.[CH3:16][CH:17]([NH2:19])[CH3:18]. (5) Given the product [F:38][C:37]([F:40])([F:39])[C:35]([OH:41])=[O:36].[Cl:24][C:25]1[CH:30]=[CH:29][CH:28]=[CH:27][C:26]=1[S:31]([N:11]1[C:12]2[C:8](=[C:7]3[CH2:1][NH:2][CH2:3][CH2:4][O:5][C:6]3=[CH:14][CH:13]=2)[CH:9]=[CH:10]1)(=[O:33])=[O:32], predict the reactants needed to synthesize it. The reactants are: [CH2:1]1[C:7]2=[C:8]3[C:12](=[CH:13][CH:14]=[C:6]2[O:5][CH2:4][CH2:3][N:2]1C(OC(C)(C)C)=O)[NH:11][CH:10]=[CH:9]3.[H-].[Na+].[Cl:24][C:25]1[CH:30]=[CH:29][CH:28]=[CH:27][C:26]=1[S:31](Cl)(=[O:33])=[O:32].[C:35]([OH:41])([C:37]([F:40])([F:39])[F:38])=[O:36]. (6) The reactants are: [Cl:1][C:2]1[C:16]([Cl:17])=[CH:15][C:5]2[NH:6][C:7]([C:9](=[O:14])[C:10]([F:13])([F:12])[F:11])=[N:8][C:4]=2[CH:3]=1.Cl[CH2:19][CH:20]([OH:23])[CH2:21][OH:22].C(=O)([O-])[O-].[K+].[K+]. Given the product [Cl:17][C:16]1[C:2]([Cl:1])=[CH:3][C:4]2[NH:8][C:7]([C:9]3([C:10]([F:13])([F:11])[F:12])[O:23][CH:20]([CH2:21][OH:22])[CH2:19][O:14]3)=[N:6][C:5]=2[CH:15]=1, predict the reactants needed to synthesize it. (7) The reactants are: [Cl:1][C:2]1[C:3]([C:13]2(Cl)[CH2:15][CH2:14]2)=[N:4][N:5]([CH3:12])[C:6]=1[C:7]([O:9][CH2:10][CH3:11])=[O:8].[F:17]C1(C2C=C(C(OCC)=O)N(C)N=2)CC1.ClN1C(=O)CCC1=O. Given the product [Cl:1][C:2]1[C:3]([C:13]2([F:17])[CH2:15][CH2:14]2)=[N:4][N:5]([CH3:12])[C:6]=1[C:7]([O:9][CH2:10][CH3:11])=[O:8], predict the reactants needed to synthesize it.